Dataset: Forward reaction prediction with 1.9M reactions from USPTO patents (1976-2016). Task: Predict the product of the given reaction. (1) Given the reactants Cl[C:2]1[CH:7]=[CH:6][N+:5]([O-:8])=[CH:4][CH:3]=1.[CH3:9][O:10][C:11]1[CH:16]=[C:15]([Cl:17])[CH:14]=[CH:13][C:12]=1B(O)O.C([O-])([O-])=O.[K+].[K+], predict the reaction product. The product is: [Cl:17][C:15]1[CH:14]=[CH:13][C:12]([C:2]2[CH:7]=[CH:6][N+:5]([O-:8])=[CH:4][CH:3]=2)=[C:11]([O:10][CH3:9])[CH:16]=1. (2) Given the reactants [CH3:1][N:2]([CH3:10])[C:3]1([C:8]#[N:9])[CH2:7][CH2:6][CH2:5][CH2:4]1.[S:11]1[CH:15]=[CH:14][CH:13]=[C:12]1[Li].[BH4-].[Na+].C(=O)([O-])O.[Na+], predict the reaction product. The product is: [NH2:9][CH:8]([C:12]1[S:11][CH:15]=[CH:14][CH:13]=1)[C:3]1([N:2]([CH3:10])[CH3:1])[CH2:7][CH2:6][CH2:5][CH2:4]1.